From a dataset of Full USPTO retrosynthesis dataset with 1.9M reactions from patents (1976-2016). Predict the reactants needed to synthesize the given product. (1) Given the product [Si:1]([O:9][CH2:10][CH:11]1[CH2:16][CH2:15][C:14]([CH:18]=[CH2:19])([OH:17])[CH2:13][CH2:12]1)([C:4]([CH3:7])([CH3:6])[CH3:5])([CH3:3])[CH3:2], predict the reactants needed to synthesize it. The reactants are: [Si:1](Cl)([C:4]([CH3:7])([CH3:6])[CH3:5])([CH3:3])[CH3:2].[OH:9][CH2:10][CH:11]1[CH2:16][CH2:15][C:14]([CH:18]=[CH2:19])([OH:17])[CH2:13][CH2:12]1.N1C=CN=C1. (2) Given the product [O:18]1[C:22]2[CH:23]=[CH:24][C:25]([C:27]3[N:2]([CH3:1])[C:3](=[O:4])[C:5]4[C:6]([C:11]5[CH:16]=[CH:15][CH:14]=[CH:13][C:12]=5[Cl:17])=[N:7][O:8][C:9]=4[CH:10]=3)=[CH:26][C:21]=2[O:20][CH2:19]1, predict the reactants needed to synthesize it. The reactants are: [CH3:1][NH:2][C:3]([C:5]1[C:6]([C:11]2[CH:16]=[CH:15][CH:14]=[CH:13][C:12]=2[Cl:17])=[N:7][O:8][C:9]=1[CH3:10])=[O:4].[O:18]1[C:22]2[CH:23]=[CH:24][C:25]([CH:27]=O)=[CH:26][C:21]=2[O:20][CH2:19]1. (3) Given the product [OH:1][C@@H:2]1[CH2:7][CH2:6][CH2:5][CH2:4][C@H:3]1[NH:8][C:9]([C:11]1[C:16]([C:17]([F:19])([F:18])[F:20])=[N:15][C:14]([Br:21])=[C:13]([C:22]2[CH:27]=[CH:26][CH:25]=[C:24]([Cl:42])[CH:23]=2)[N:12]=1)=[O:10], predict the reactants needed to synthesize it. The reactants are: [OH:1][C@@H:2]1[CH2:7][CH2:6][CH2:5][CH2:4][C@H:3]1[NH:8][C:9]([C:11]1[C:16]([C:17]([F:20])([F:19])[F:18])=[N:15][C:14]([Br:21])=[C:13]([C:22]2[CH:27]=[CH:26][C:25](Cl)=[CH:24][CH:23]=2)[N:12]=1)=[O:10].BrC1N=C(C(F)(F)F)C(C(O)=O)=NC=1C1C=CC=C([Cl:42])C=1.